Task: Predict which catalyst facilitates the given reaction.. Dataset: Catalyst prediction with 721,799 reactions and 888 catalyst types from USPTO (1) Reactant: [CH3:1][O:2][C:3]1[CH:4]=[C:5]2[C:10](=[CH:11][C:12]=1[O:13][CH3:14])[N:9]=[CH:8][CH:7]=[C:6]2[O:15][C:16]1[C:22]([CH3:23])=[CH:21][C:19]([NH2:20])=[C:18]([CH3:24])[CH:17]=1.C(N(CC)CC)C.ClC(Cl)(O[C:36](=[O:42])OC(Cl)(Cl)Cl)Cl.[CH2:44]([N:46]([C:50]1[CH:55]=[CH:54][CH:53]=[C:52]([CH3:56])[CH:51]=1)[CH2:47][CH2:48][NH2:49])[CH3:45]. Product: [CH3:1][O:2][C:3]1[CH:4]=[C:5]2[C:10](=[CH:11][C:12]=1[O:13][CH3:14])[N:9]=[CH:8][CH:7]=[C:6]2[O:15][C:16]1[C:22]([CH3:23])=[CH:21][C:19]([NH:20][C:36]([NH:49][CH2:48][CH2:47][N:46]([CH2:44][CH3:45])[C:50]2[CH:55]=[CH:54][CH:53]=[C:52]([CH3:56])[CH:51]=2)=[O:42])=[C:18]([CH3:24])[CH:17]=1. The catalyst class is: 146. (2) Reactant: [C:1]1([CH3:14])[CH:6]=[C:5]([CH3:7])[CH:4]=[C:3]([CH3:8])[C:2]=1[S:9]([O:12][NH2:13])(=[O:11])=[O:10].[NH2:15][C:16]1[CH:21]=[C:20]([CH3:22])[N:19]=[C:18]([CH3:23])[N:17]=1.CO.ClCCl.CCOCC. Product: [C:1]1([CH3:14])[CH:6]=[C:5]([CH3:7])[CH:4]=[C:3]([CH3:8])[C:2]=1[S:9]([O-:12])(=[O:11])=[O:10].[NH2:13][N+:19]1[C:20]([CH3:22])=[CH:21][C:16]([NH2:15])=[N:17][C:18]=1[CH3:23]. The catalyst class is: 4. (3) Reactant: [CH2:1]([O:3][C:4]([C:6]1[C:11](=[O:12])[N:10]([CH2:13][C:14]2[CH:19]=[CH:18][CH:17]=[C:16]([F:20])[CH:15]=2)[C:9]2[S:21][C:22]([CH3:24])=[CH:23][C:8]=2[C:7]=1Cl)=[O:5])[CH3:2].[N:26]1([C:32]([C:34]2[S:35][CH:36]=[CH:37][CH:38]=2)=[O:33])[CH2:31][CH2:30][NH:29][CH2:28][CH2:27]1.C1N2CCN(CC2)C1.[Cl-].[NH4+]. Product: [CH2:1]([O:3][C:4]([C:6]1[C:11](=[O:12])[N:10]([CH2:13][C:14]2[CH:19]=[CH:18][CH:17]=[C:16]([F:20])[CH:15]=2)[C:9]2[S:21][C:22]([CH3:24])=[CH:23][C:8]=2[C:7]=1[N:29]1[CH2:30][CH2:31][N:26]([C:32]([C:34]2[S:35][CH:36]=[CH:37][CH:38]=2)=[O:33])[CH2:27][CH2:28]1)=[O:5])[CH3:2]. The catalyst class is: 3. (4) Reactant: [F:1][C:2]1[CH:3]=[C:4]([N:15]2[C:19]([OH:20])=[N:18][N:17]=[C:16]2[C:21]2[CH:26]=[C:25]([CH:27]([CH3:29])[CH3:28])[C:24]([OH:30])=[CH:23][C:22]=2[OH:31])[CH:5]=[CH:6][C:7]=1[CH2:8][N:9]1[CH2:14][CH2:13][NH:12][CH2:11][CH2:10]1.[C:32](=O)([O:49]C1C=CC([N+]([O-])=O)=CC=1)[O:33][C:34]1[CH:39]=[CH:38][C:37]([CH2:40][O:41][Si:42]([C:45]([CH3:48])([CH3:47])[CH3:46])([CH3:44])[CH3:43])=[CH:36][CH:35]=1. Product: [OH:31][C:22]1[CH:23]=[C:24]([OH:30])[C:25]([CH:27]([CH3:29])[CH3:28])=[CH:26][C:21]=1[C:16]1[N:15]([C:4]2[CH:5]=[CH:6][C:7]([CH2:8][N:9]3[CH2:14][CH2:13][N:12]([C:32]([O:33][C:34]4[CH:39]=[CH:38][C:37]([CH2:40][O:41][Si:42]([C:45]([CH3:48])([CH3:47])[CH3:46])([CH3:43])[CH3:44])=[CH:36][CH:35]=4)=[O:49])[CH2:11][CH2:10]3)=[C:2]([F:1])[CH:3]=2)[C:19]([OH:20])=[N:18][N:17]=1. The catalyst class is: 3.